This data is from Reaction yield outcomes from USPTO patents with 853,638 reactions. The task is: Predict the reaction yield, written as a fraction of the theoretical maximum amount of product (1.0 means a 100% yield; for example, 0.34 means a 34% yield). (1) The reactants are [Br:1][C:2]1[N:3]=[C:4]([C:9]#[C:10][Si:11]([CH3:14])([CH3:13])[CH3:12])[C:5]([NH2:8])=[N:6][CH:7]=1.[CH3:15][C:16]([O:19][C:20](O[C:20]([O:19][C:16]([CH3:18])([CH3:17])[CH3:15])=[O:21])=[O:21])([CH3:18])[CH3:17]. The catalyst is C(Cl)Cl.CN(C1C=CN=CC=1)C.C([O-])(O)=O.[Na+]. The product is [C:16]([O:19][C:20]([N:8]([C:5]1[C:4]([C:9]#[C:10][Si:11]([CH3:13])([CH3:12])[CH3:14])=[N:3][C:2]([Br:1])=[CH:7][N:6]=1)[C:20](=[O:21])[O:19][C:16]([CH3:18])([CH3:17])[CH3:15])=[O:21])([CH3:18])([CH3:17])[CH3:15]. The yield is 0.990. (2) The reactants are [C:1]1([CH2:7][CH2:8][C:9](OC)=[O:10])[CH:6]=[CH:5][CH:4]=[CH:3][CH:2]=1.C[SiH](C)O[SiH](C)C.[F-].C([N+](CCCC)(CCCC)CCCC)CCC. The catalyst is C1COCC1. The product is [C:1]1([CH2:7][CH2:8][CH2:9][OH:10])[CH:6]=[CH:5][CH:4]=[CH:3][CH:2]=1. The yield is 0.960.